The task is: Predict which catalyst facilitates the given reaction.. This data is from Catalyst prediction with 721,799 reactions and 888 catalyst types from USPTO. (1) Reactant: [F:1][C:2]1[CH:7]=[CH:6][C:5](/[CH:8]=[C:9]2/[C:10](=[O:16])[N:11]=[C:12](SC)[S:13]/2)=[C:4]([OH:17])[CH:3]=1.[N:18]1([CH2:24][CH2:25][OH:26])[CH2:23][CH2:22][NH:21][CH2:20][CH2:19]1. Product: [F:1][C:2]1[CH:7]=[CH:6][C:5](/[CH:8]=[C:9]2/[C:10](=[O:16])[N:11]=[C:12]([N:21]3[CH2:22][CH2:23][N:18]([CH2:24][CH2:25][OH:26])[CH2:19][CH2:20]3)[S:13]/2)=[C:4]([OH:17])[CH:3]=1. The catalyst class is: 8. (2) Reactant: [N+:1]([O-:4])(O)=[O:2].[CH:5]1([CH2:10][CH2:11][C:12]([NH:14][C:15]2[C:20]([CH3:21])=[CH:19][CH:18]=[CH:17][C:16]=2[CH3:22])=[O:13])[CH2:9][CH2:8][CH2:7][CH2:6]1.O. Product: [CH:5]1([CH2:10][CH2:11][C:12]([NH:14][C:15]2[C:16]([CH3:22])=[CH:17][CH:18]=[C:19]([N+:1]([O-:4])=[O:2])[C:20]=2[CH3:21])=[O:13])[CH2:9][CH2:8][CH2:7][CH2:6]1. The catalyst class is: 15.